This data is from Peptide-MHC class II binding affinity with 134,281 pairs from IEDB. The task is: Regression. Given a peptide amino acid sequence and an MHC pseudo amino acid sequence, predict their binding affinity value. This is MHC class II binding data. The peptide sequence is ALRASADAYATAEAS. The MHC is HLA-DQA10101-DQB10501 with pseudo-sequence HLA-DQA10101-DQB10501. The binding affinity (normalized) is 0.342.